This data is from Forward reaction prediction with 1.9M reactions from USPTO patents (1976-2016). The task is: Predict the product of the given reaction. (1) Given the reactants [CH2:1]([O:3][C:4](=[O:16])[CH2:5][O:6][C:7]1[CH:12]=[CH:11][C:10](B(O)O)=[CH:9][CH:8]=1)[CH3:2].C(N(CC)CC)C.[C:24]1(=[O:29])[CH2:28][CH2:27][CH:26]=[CH:25]1, predict the reaction product. The product is: [O:29]=[C:24]1[CH2:28][CH2:27][C@@H:26]([C:10]2[CH:11]=[CH:12][C:7]([O:6][CH2:5][C:4]([O:3][CH2:1][CH3:2])=[O:16])=[CH:8][CH:9]=2)[CH2:25]1. (2) Given the reactants [CH:1]([C:3]1[C:18]([O:19][CH2:20][C@@H:21]([NH:26][C:27](=[O:33])[O:28][C:29]([CH3:32])([CH3:31])[CH3:30])[CH2:22][CH:23]([CH3:25])[CH3:24])=[CH:17][C:6]2[N:7]([CH3:16])[C:8](=[O:15])[C:9]3[C:14]([C:5]=2[CH:4]=1)=[CH:13][CH:12]=[N:11][CH:10]=3)=[O:2].C([O-])([O-])=O.[K+].[K+].CC1C=CC(S([CH2:50][N+:51]#[C-:52])(=O)=O)=CC=1, predict the reaction product. The product is: [CH3:24][CH:23]([CH3:25])[CH2:22][C@H:21]([NH:26][C:27](=[O:33])[O:28][C:29]([CH3:31])([CH3:30])[CH3:32])[CH2:20][O:19][C:18]1[C:3]([C:1]2[O:2][CH:52]=[N:51][CH:50]=2)=[CH:4][C:5]2[C:14]3[C:9](=[CH:10][N:11]=[CH:12][CH:13]=3)[C:8](=[O:15])[N:7]([CH3:16])[C:6]=2[CH:17]=1. (3) Given the reactants C([O:7][C:8]1[CH:13]=[CH:12][CH:11]=[CH:10][C:9]=1[CH3:14])(=O)CCCC.C([O:19][C:20]1C=[CH:24][CH:23]=[CH:22][C:21]=1C)(=O)CC, predict the reaction product. The product is: [OH:7][C:8]1[CH:13]=[CH:12][C:11]([C:20](=[O:19])[CH2:21][CH2:22][CH2:23][CH3:24])=[CH:10][C:9]=1[CH3:14].